From a dataset of Forward reaction prediction with 1.9M reactions from USPTO patents (1976-2016). Predict the product of the given reaction. (1) The product is: [CH3:8][C:9]1([CH3:15])[CH2:13][CH2:12][N:11]([C:2]2[CH:6]=[CH:5][N:4]([CH3:7])[N:3]=2)[C:10]1=[O:14]. Given the reactants I[C:2]1[CH:6]=[CH:5][N:4]([CH3:7])[N:3]=1.[CH3:8][C:9]1([CH3:15])[CH2:13][CH2:12][NH:11][C:10]1=[O:14].CNCCNC.P([O-])([O-])([O-])=O.[K+].[K+].[K+].[Cl-].[NH4+], predict the reaction product. (2) Given the reactants [I:1][C:2]1[CH:7]=[CH:6][C:5]([NH:8][NH2:9])=[CH:4][CH:3]=1.[Cl:10][C:11]1[CH:18]=[CH:17][CH:16]=[C:15]([F:19])[C:12]=1[CH:13]=O, predict the reaction product. The product is: [Cl:10][C:11]1[CH:18]=[CH:17][CH:16]=[C:15]([F:19])[C:12]=1/[CH:13]=[N:9]/[NH:8][C:5]1[CH:6]=[CH:7][C:2]([I:1])=[CH:3][CH:4]=1. (3) Given the reactants [ClH:1].Cl.[F:3][C:4]1[CH:9]=[CH:8][CH:7]=[CH:6][C:5]=1[C:10]1[N:11]=[N:12][N:13]2[C:18]=1[CH2:17][O:16][C@@H:15]1[CH2:19][NH:20][CH2:21][C@@H:14]21.CCN(C(C)C)C(C)C.[F:31][C:32]([F:42])([F:41])[C:33]1[CH:40]=[CH:39][C:36]([CH:37]=O)=[CH:35][N:34]=1.[BH-](OC(C)=O)(OC(C)=O)OC(C)=O.[Na+], predict the reaction product. The product is: [ClH:1].[F:3][C:4]1[CH:9]=[CH:8][CH:7]=[CH:6][C:5]=1[C:10]1[N:11]=[N:12][N:13]2[C:18]=1[CH2:17][O:16][C@@H:15]1[CH2:19][N:20]([CH2:37][C:36]3[CH:35]=[N:34][C:33]([C:32]([F:42])([F:31])[F:41])=[CH:40][CH:39]=3)[CH2:21][C@@H:14]21. (4) Given the reactants [F:1][C:2]1[C:3]([NH:18][C@H]2CCC[C@](C(C)C(O)=O)(O)C2)=[N:4][C:5]([C:8]2[C:16]3[C:11](=[N:12][CH:13]=[C:14]([F:17])[CH:15]=3)[NH:10][CH:9]=2)=[N:6][CH:7]=1.[CH2:31]([N:33]([CH2:36]C)CC)[CH3:32].N(P([O:50][C:51]1[CH:56]=[CH:55][CH:54]=[CH:53][CH:52]=1)([O:50][C:51]1[CH:56]=[CH:55][CH:54]=[CH:53][CH:52]=1)=O)=[N+]=[N-].Cl.[OH2:58], predict the reaction product. The product is: [F:1][C:2]1[C:3]([NH:18][C@H:55]2[CH2:54][CH2:53][CH2:52][C@:51]3([O:50][C:36](=[O:58])[NH:33][C@@H:31]3[CH3:32])[CH2:56]2)=[N:4][C:5]([C:8]2[C:16]3[C:11](=[N:12][CH:13]=[C:14]([F:17])[CH:15]=3)[NH:10][CH:9]=2)=[N:6][CH:7]=1. (5) Given the reactants CO[C:3]([C:5]1[N:10]=[CH:9][C:8]2[N:11]=[CH:12][NH:13][C:7]=2[CH:6]=1)=[O:4].[CH3:14][O:15][CH2:16][CH2:17][NH2:18], predict the reaction product. The product is: [CH3:14][O:15][CH2:16][CH2:17][NH:18][C:3]([C:5]1[N:10]=[CH:9][C:8]2[N:11]=[CH:12][NH:13][C:7]=2[CH:6]=1)=[O:4]. (6) The product is: [CH3:33][O:32][N:31]=[C:24]([C:25]1[O:30][N:29]=[CH:28][N:27]=1)[C:19]1[CH:20]=[CH:21][CH:22]=[CH:23][C:18]=1[CH2:17][O:16][C:15]1[CH:34]=[CH:35][C:12]([Cl:11])=[CH:13][CH:14]=1. Given the reactants O1CCOCC1.C(O)(=O)C.[Cl:11][C:12]1[CH:35]=[CH:34][C:15]([O:16][CH2:17][C:18]2[CH:23]=[CH:22][CH:21]=[CH:20][C:19]=2[C:24](=[N:31][O:32][CH3:33])[C:25]([N:27]=[CH:28][NH:29][OH:30])=O)=[CH:14][CH:13]=1, predict the reaction product. (7) Given the reactants [CH3:1][S:2]([C:5]1[CH:10]=[CH:9][C:8]([NH2:11])=[CH:7][CH:6]=1)(=[O:4])=[O:3].N([O-])=O.[Na+].[N-:16]=[N+:17]=[N-].[Na+].C([O-])(O)=O.[Na+], predict the reaction product. The product is: [N:11]([C:8]1[CH:9]=[CH:10][C:5]([S:2]([CH3:1])(=[O:3])=[O:4])=[CH:6][CH:7]=1)=[N+:16]=[N-:17]. (8) The product is: [Cl:1][C:2]1[CH:3]=[CH:4][C:5]([C:28]([F:31])([F:30])[F:29])=[C:6]([CH:27]=1)[CH2:7][N:8]1[CH2:13][CH2:12][NH:11][C:10]2[N:14]=[CH:15][C:16]([C:18]3[CH:19]=[C:20]([CH:24]=[CH:25][CH:26]=3)[C:21]([NH:32][CH2:33][C:34]3[C:43]4[C:38](=[CH:39][CH:40]=[CH:41][CH:42]=4)[CH:37]=[CH:36][CH:35]=3)=[O:22])=[CH:17][C:9]1=2. Given the reactants [Cl:1][C:2]1[CH:3]=[CH:4][C:5]([C:28]([F:31])([F:30])[F:29])=[C:6]([CH:27]=1)[CH2:7][N:8]1[CH2:13][CH2:12][NH:11][C:10]2[N:14]=[CH:15][C:16]([C:18]3[CH:19]=[C:20]([CH:24]=[CH:25][CH:26]=3)[C:21](O)=[O:22])=[CH:17][C:9]1=2.[NH2:32][CH2:33][C:34]1[C:43]2[C:38](=[CH:39][CH:40]=[CH:41][CH:42]=2)[CH:37]=[CH:36][CH:35]=1, predict the reaction product. (9) Given the reactants Cl[C:2]1[N:7]=[CH:6][C:5]([CH2:8][N:9]2[CH:14]=[C:13]([C:15]3[O:19][N:18]=[C:17]([C:20]4[CH:25]=[CH:24][C:23]([C:26]([CH3:32])([CH3:31])[C:27]([F:30])([F:29])[F:28])=[CH:22][CH:21]=4)[N:16]=3)[CH:12]=[CH:11][C:10]2=[O:33])=[CH:4][CH:3]=1.[NH2:34][CH2:35][CH2:36][CH2:37][OH:38], predict the reaction product. The product is: [OH:38][CH2:37][CH2:36][CH2:35][NH:34][C:2]1[N:7]=[CH:6][C:5]([CH2:8][N:9]2[CH:14]=[C:13]([C:15]3[O:19][N:18]=[C:17]([C:20]4[CH:25]=[CH:24][C:23]([C:26]([CH3:32])([CH3:31])[C:27]([F:30])([F:29])[F:28])=[CH:22][CH:21]=4)[N:16]=3)[CH:12]=[CH:11][C:10]2=[O:33])=[CH:4][CH:3]=1. (10) Given the reactants [Br:1][C:2]1[CH:3]=[C:4]2[C:9](=[CH:10][CH:11]=1)[N:8]=[C:7]([O:12][CH3:13])[C:6]1[C:14]([CH3:26])([O:21][CH2:22][CH:23]3[CH2:25][O:24]3)[C:15]3[C:20]([C:5]2=1)=[CH:19][CH:18]=[CH:17][CH:16]=3.[Cl-].[NH4+].[N-:29]=[N+:30]=[N-:31].[Na+], predict the reaction product. The product is: [N:29]([CH2:25][CH:23]([OH:24])[CH2:22][O:21][C:14]1([CH3:26])[C:6]2[C:7]([O:12][CH3:13])=[N:8][C:9]3[C:4]([C:5]=2[C:20]2[C:15]1=[CH:16][CH:17]=[CH:18][CH:19]=2)=[CH:3][C:2]([Br:1])=[CH:11][CH:10]=3)=[N+:30]=[N-:31].